This data is from Reaction yield outcomes from USPTO patents with 853,638 reactions. The task is: Predict the reaction yield, written as a fraction of the theoretical maximum amount of product (1.0 means a 100% yield; for example, 0.34 means a 34% yield). (1) The reactants are [CH:1]1([N:6]2[C:10]3[N:11]=[C:12]([NH:15][C:16]4[CH:21]=[CH:20][C:19]([N:22]5[C:29](=[O:30])[CH2:28][C@@H:27]6[NH:31][C@@H:24]([CH2:25][CH2:26]6)[CH2:23]5)=[CH:18][N:17]=4)[N:13]=[CH:14][C:9]=3[CH:8]=[C:7]2[C:32]([N:34]([CH3:36])[CH3:35])=[O:33])[CH2:5][CH2:4][CH2:3][CH2:2]1.[C:37](OC(=O)C)(=[O:39])[CH3:38].C(N(C(C)C)CC)(C)C.C(Cl)Cl. The catalyst is CCOC(C)=O. The product is [C:37]([N:31]1[C@@H:27]2[CH2:26][CH2:25][C@H:24]1[CH2:23][N:22]([C:19]1[CH:20]=[CH:21][C:16]([NH:15][C:12]3[N:13]=[CH:14][C:9]4[CH:8]=[C:7]([C:32]([N:34]([CH3:36])[CH3:35])=[O:33])[N:6]([CH:1]5[CH2:2][CH2:3][CH2:4][CH2:5]5)[C:10]=4[N:11]=3)=[N:17][CH:18]=1)[C:29](=[O:30])[CH2:28]2)(=[O:39])[CH3:38]. The yield is 0.520. (2) The reactants are [H-].[Na+].[O:3]1[C:7]2([CH2:12][CH2:11][C:10](=O)[CH2:9][CH2:8]2)[O:6][CH2:5][CH2:4]1. The catalyst is C1COCC1. The product is [O:3]1[C:7]2([CH2:12][CH2:11][C:10](=[CH:8][C:7]([O:3][CH2:4][CH3:5])=[O:6])[CH2:9][CH2:8]2)[O:6][CH2:5][CH2:4]1. The yield is 1.00. (3) The reactants are [Cl:1][C:2]1[CH:7]=[CH:6][CH:5]=[CH:4][C:3]=1[NH:8][C:9]1[O:10][C:11]2[CH:17]=[C:16]([CH2:18][C:19]([OH:21])=O)[CH:15]=[CH:14][C:12]=2[N:13]=1.[F:22][C@@H:23]1[CH2:27][NH:26][C@H:25]([CH2:28][O:29][C:30]2[CH:39]=[CH:38][C:33]([C:34]([O:36]C)=[O:35])=[CH:32][CH:31]=2)[CH2:24]1.CCN=C=NCCCN(C)C.Cl.C1C=CC2N(O)N=NC=2C=1.C(N(CC)CC)C. The catalyst is CN(C=O)C. The product is [Cl:1][C:2]1[CH:7]=[CH:6][CH:5]=[CH:4][C:3]=1[NH:8][C:9]1[O:10][C:11]2[CH:17]=[C:16]([CH2:18][C:19]([N:26]3[CH2:27][C@@H:23]([F:22])[CH2:24][C@H:25]3[CH2:28][O:29][C:30]3[CH:39]=[CH:38][C:33]([C:34]([OH:36])=[O:35])=[CH:32][CH:31]=3)=[O:21])[CH:15]=[CH:14][C:12]=2[N:13]=1. The yield is 0.670. (4) The reactants are [CH3:1][O-:2].[Na+].[CH2:4]([O:6][C:7](=[O:15])[C:8]1[CH:13]=[CH:12][CH:11]=[N:10][C:9]=1Cl)[CH3:5]. The catalyst is CO. The product is [CH2:4]([O:6][C:7](=[O:15])[C:8]1[CH:13]=[CH:12][CH:11]=[N:10][C:9]=1[O:2][CH3:1])[CH3:5]. The yield is 0.790. (5) The reactants are [NH2:1][CH2:2][CH2:3][CH2:4][N:5]1[C:14]2[CH:13]=[CH:12][C:11]([C:15]#[CH:16])=[CH:10][C:9]=2[C:8]2=[N:17][NH:18][C:19]([CH3:20])=[C:7]2[C:6]1=[O:21].CO.CCOC(C)=O.O. The catalyst is [Pd].CCOC(C)=O. The product is [NH2:1][CH2:2][CH2:3][CH2:4][N:5]1[C:14]2[CH:13]=[CH:12][C:11]([CH2:15][CH3:16])=[CH:10][C:9]=2[C:8]2=[N:17][NH:18][C:19]([CH3:20])=[C:7]2[C:6]1=[O:21]. The yield is 0.540. (6) The reactants are [C:1](O)(=O)[CH3:2].[NH2:5]/[C:6](=[N:20]\[OH:21])/[C@@H:7]([NH:12][C:13](=[O:19])[O:14][C:15]([CH3:18])([CH3:17])[CH3:16])[CH2:8][CH:9]1[CH2:11][CH2:10]1. The catalyst is CN(C=O)C. The product is [CH:9]1([CH2:8][C@H:7]([NH:12][C:13](=[O:19])[O:14][C:15]([CH3:18])([CH3:16])[CH3:17])[C:6]2[N:5]=[C:1]([CH3:2])[O:21][N:20]=2)[CH2:10][CH2:11]1. The yield is 0.540. (7) The reactants are [I:1]I.[CH2:3]([N:10]([CH2:16][C:17]([CH3:19])=[CH2:18])[CH2:11][C:12]([CH3:15])([OH:14])[CH3:13])[C:4]1[CH:9]=[CH:8][CH:7]=[CH:6][CH:5]=1.[O-]S([O-])(=S)=O.[Na+].[Na+]. The catalyst is COC(C)(C)C.C([O-])(O)=O.[Na+]. The product is [CH2:3]([N:10]1[CH2:11][C:12]([CH3:13])([CH3:15])[O:14][C:17]([CH2:19][I:1])([CH3:18])[CH2:16]1)[C:4]1[CH:9]=[CH:8][CH:7]=[CH:6][CH:5]=1. The yield is 0.930.